Predict the product of the given reaction. From a dataset of Forward reaction prediction with 1.9M reactions from USPTO patents (1976-2016). (1) Given the reactants [CH3:1][N:2]1[C:6]([C:7]2[CH:8]=[C:9]3[C:13](=[CH:14][CH:15]=2)[C:12](=[O:16])[CH2:11][CH:10]3[CH3:17])=[CH:5][CH:4]=[C:3]1[C:18]#[N:19].[BH4-].[Na+], predict the reaction product. The product is: [OH:16][CH:12]1[C:13]2[C:9](=[CH:8][C:7]([C:6]3[N:2]([CH3:1])[C:3]([C:18]#[N:19])=[CH:4][CH:5]=3)=[CH:15][CH:14]=2)[CH:10]([CH3:17])[CH2:11]1. (2) Given the reactants [Cl:1][C:2]1[N:7]=[C:6]([C:8](OCC)=[O:9])[C:5]([NH:13][CH2:14][CH2:15][N:16]2[CH2:21][CH2:20][O:19][CH2:18][CH2:17]2)=[CH:4][N:3]=1.[NH3:22], predict the reaction product. The product is: [Cl:1][C:2]1[N:7]=[C:6]([C:8]([NH2:22])=[O:9])[C:5]([NH:13][CH2:14][CH2:15][N:16]2[CH2:21][CH2:20][O:19][CH2:18][CH2:17]2)=[CH:4][N:3]=1. (3) Given the reactants [C:1]1([C:7]2[CH:12]=[C:11]([CH2:13][CH2:14][S:15](=[O:19])(=[O:18])[NH:16][CH3:17])[CH:10]=[CH:9][C:8]=2[NH:20][C:21]([C:23]2[N:24](COCC[Si](C)(C)C)[CH:25]=[C:26]([C:28]#[N:29])[N:27]=2)=[O:22])[CH2:6][CH2:5][CH2:4][CH2:3][CH:2]=1.CO.C(O)(C(F)(F)F)=O, predict the reaction product. The product is: [C:1]1([C:7]2[CH:12]=[C:11]([CH2:13][CH2:14][S:15](=[O:18])(=[O:19])[NH:16][CH3:17])[CH:10]=[CH:9][C:8]=2[NH:20][C:21]([C:23]2[NH:24][CH:25]=[C:26]([C:28]#[N:29])[N:27]=2)=[O:22])[CH2:6][CH2:5][CH2:4][CH2:3][CH:2]=1.